This data is from Reaction yield outcomes from USPTO patents with 853,638 reactions. The task is: Predict the reaction yield, written as a fraction of the theoretical maximum amount of product (1.0 means a 100% yield; for example, 0.34 means a 34% yield). (1) The reactants are C([NH:5][C:6](=[O:38])[N:7]([CH2:23][C:24]1[CH:29]=[CH:28][C:27]([CH:30]2[S:34](=[O:36])(=[O:35])[NH:33][C:32](=[O:37])[CH2:31]2)=[CH:26][CH:25]=1)[CH2:8][CH2:9][C:10]1[CH:15]=[CH:14][C:13]([O:16][C:17]2[CH:22]=[CH:21][CH:20]=[CH:19][CH:18]=2)=[CH:12][CH:11]=1)(C)(C)C. The catalyst is FC(F)(F)C(O)=O. The product is [O:35]=[S:34]1(=[O:36])[CH:30]([C:27]2[CH:28]=[CH:29][C:24]([CH2:23][N:7]([CH2:8][CH2:9][C:10]3[CH:15]=[CH:14][C:13]([O:16][C:17]4[CH:18]=[CH:19][CH:20]=[CH:21][CH:22]=4)=[CH:12][CH:11]=3)[C:6]([NH2:5])=[O:38])=[CH:25][CH:26]=2)[CH2:31][C:32](=[O:37])[NH:33]1. The yield is 0.750. (2) The reactants are C(=O)([O-])[O-].[K+].[K+].I[CH:8]([CH3:10])[CH3:9].[N:11]1([C:17]2[C:22](=[O:23])[NH:21][CH:20]=[C:19]3[CH2:24][N:25]([CH2:28][CH2:29][C:30]4[CH:39]=[CH:38][C:37]5[C:32](=[CH:33][CH:34]=[CH:35][CH:36]=5)[N:31]=4)[C:26](=[O:27])[C:18]=23)[CH2:16][CH2:15][O:14][CH2:13][CH2:12]1. The catalyst is C(#N)C. The product is [CH:8]([N:21]1[C:22](=[O:23])[C:17]([N:11]2[CH2:12][CH2:13][O:14][CH2:15][CH2:16]2)=[C:18]2[C:26](=[O:27])[N:25]([CH2:28][CH2:29][C:30]3[CH:39]=[CH:38][C:37]4[C:32](=[CH:33][CH:34]=[CH:35][CH:36]=4)[N:31]=3)[CH2:24][C:19]2=[CH:20]1)([CH3:10])[CH3:9]. The yield is 0.126. (3) The reactants are [Cl:1][C:2]1[CH:14]=[C:13]([CH2:15][OH:16])[C:12]([O:17][CH3:18])=[CH:11][C:3]=1[O:4][CH2:5][C:6]([O:8]CC)=[O:7].O.[OH-].[Li+]. The catalyst is C1COCC1. The product is [Cl:1][C:2]1[CH:14]=[C:13]([CH2:15][OH:16])[C:12]([O:17][CH3:18])=[CH:11][C:3]=1[O:4][CH2:5][C:6]([OH:8])=[O:7]. The yield is 0.950. (4) The reactants are N12CCCN=C1CC[CH2:4][CH2:3][CH2:2]2.[Cl:12][C:13]1[CH:14]=[C:15]([CH2:19][CH:20]([OH:39])/[CH:21]=[CH:22]/[C@H:23]2[CH2:28][CH2:27][CH2:26][C:25](=[O:29])[N:24]2[CH2:30][CH2:31][CH2:32][CH2:33][O:34][CH2:35][C:36]([OH:38])=[O:37])[CH:16]=[CH:17][CH:18]=1.IC(C)C. The catalyst is CC(C)=O. The product is [CH:3]([O:37][C:36](=[O:38])[CH2:35][O:34][CH2:33][CH2:32][CH2:31][CH2:30][N:24]1[C:25](=[O:29])[CH2:26][CH2:27][CH2:28][C@@H:23]1/[CH:22]=[CH:21]/[CH:20]([OH:39])[CH2:19][C:15]1[CH:16]=[CH:17][CH:18]=[C:13]([Cl:12])[CH:14]=1)([CH3:4])[CH3:2]. The yield is 0.500. (5) The reactants are [Br:1][C:2]1[N:7]=[C:6]([N+:8]([O-:10])=[O:9])[C:5]([OH:11])=[CH:4][CH:3]=1.C(=O)([O-])[O-].[K+].[K+].[Br:18][CH:19](Br)[CH3:20]. The catalyst is CN(C=O)C. The product is [Br:1][C:2]1[N:7]=[C:6]([N+:8]([O-:10])=[O:9])[C:5]([O:11][CH2:20][CH2:19][Br:18])=[CH:4][CH:3]=1. The yield is 0.210. (6) The reactants are [C:1]([C:3]1[CH:8]=[CH:7][C:6](B(O)O)=[CH:5][CH:4]=1)#[N:2].Br[C:13]1[CH:14]=[N:15][CH:16]=[CH:17][C:18]=1[S:19][C:20]([CH3:27])([CH3:26])[C:21]([O:23][CH2:24][CH3:25])=[O:22].C(#N)C.C(=O)([O-])[O-].[Na+].[Na+]. The catalyst is C1COCC1.C1C=CC(P(C2C=CC=CC=2)[C-]2C=CC=C2)=CC=1.C1C=CC(P(C2C=CC=CC=2)[C-]2C=CC=C2)=CC=1.Cl[Pd]Cl.[Fe+2]. The product is [C:1]([C:3]1[CH:8]=[CH:7][C:6]([C:17]2[CH:16]=[N:15][CH:14]=[CH:13][C:18]=2[S:19][C:20]([CH3:26])([CH3:27])[C:21]([O:23][CH2:24][CH3:25])=[O:22])=[CH:5][CH:4]=1)#[N:2]. The yield is 0.700. (7) The reactants are C(O)(=O)C.[C:5]([O:9][C:10]([N:12]1[CH2:17][CH2:16][CH:15]([CH:18]([NH2:20])[NH2:19])[CH2:14][CH2:13]1)=[O:11])([CH3:8])([CH3:7])[CH3:6].C(=O)([O-])[O-].[K+].[K+].Br[CH2:28][C:29]([C:31]1[CH:36]=[CH:35][CH:34]=[C:33]([Cl:37])[CH:32]=1)=O.C(OCC)(=O)C. The catalyst is CN(C=O)C. The product is [C:5]([O:9][C:10]([N:12]1[CH2:17][CH2:16][CH:15]([C:18]2[NH:19][CH:28]=[C:29]([C:31]3[CH:36]=[CH:35][CH:34]=[C:33]([Cl:37])[CH:32]=3)[N:20]=2)[CH2:14][CH2:13]1)=[O:11])([CH3:8])([CH3:6])[CH3:7]. The yield is 0.200. (8) The reactants are [F:1][C:2]1[CH:7]=[CH:6][C:5]([O:8][C:9](=[O:43])[N:10]([C@H:13]2[C@H:17]([C:18]3[CH:23]=[CH:22][C:21]([Cl:24])=[C:20]([F:25])[CH:19]=3)[CH2:16][N:15]([C:26]([CH:28]3[CH2:33][CH2:32][N:31]([C:34]4[CH:39]=[CH:38][C:37]([C:40](=[O:42])[CH3:41])=[CH:36][N:35]=4)[CH2:30][CH2:29]3)=[O:27])[CH2:14]2)[CH2:11][CH3:12])=[CH:4][CH:3]=1.[CH3:44][Mg]I. No catalyst specified. The product is [F:1][C:2]1[CH:7]=[CH:6][C:5]([O:8][C:9](=[O:43])[N:10]([C@H:13]2[C@H:17]([C:18]3[CH:23]=[CH:22][C:21]([Cl:24])=[C:20]([F:25])[CH:19]=3)[CH2:16][N:15]([C:26]([CH:28]3[CH2:29][CH2:30][N:31]([C:34]4[CH:39]=[CH:38][C:37]([C:40]([OH:42])([CH3:44])[CH3:41])=[CH:36][N:35]=4)[CH2:32][CH2:33]3)=[O:27])[CH2:14]2)[CH2:11][CH3:12])=[CH:4][CH:3]=1. The yield is 0.130. (9) The reactants are [NH:1]1[C:5]([CH2:6][C@@H:7]2[NH:29][C:28](=[O:30])[C@@H:27]([NH:31][C:32](=[O:76])[C@@H:33]([NH:38][C:39](=[O:75])[C@@H:40]([NH:48][C:49]([C@@H:51]3[CH2:55][CH2:54][CH2:53][N:52]3[C:56](=[O:74])[C@@H:57]([NH:65][C:66]([C@@H:68]3[CH2:72][CH2:71][C:70](=[O:73])[NH:69]3)=[O:67])[CH2:58][CH2:59][CH2:60][NH:61][C:62]([NH2:64])=[NH:63])=[O:50])[CH2:41][CH2:42][CH2:43][NH:44][C:45]([NH2:47])=[NH:46])[CH2:34][CH:35]([CH3:37])[CH3:36])[CH2:26][S:25][S:24][CH2:23][C@@H:22]([C:77]([NH:79][C@@H:80]([CH2:84][C:85]3[CH:90]=[CH:89][CH:88]=[CH:87][CH:86]=3)[C:81]([OH:83])=[O:82])=[O:78])[NH:21][C:20](=[O:91])[C@H:19]([CH2:92][CH2:93][CH2:94][CH3:95])[NH:18][C:17](=[O:96])[C@@H:16]3[CH2:97][CH2:98][CH2:99][N:15]3[C:14](=[O:100])[CH2:13][NH:12][C:11](=[O:101])[C@H:10]([CH2:102][CH2:103][CH2:104][CH2:105][NH2:106])[NH:9][C:8]2=[O:107])=[CH:4][N:3]=[CH:2]1.C(C(O)=O)CP(CCC(O)=O)CCC(O)=O.Cl.C(CCP(CCC(O)=O)CCC(O)=O)(O)=O.Cl[CH2:142][C:143](=[O:146])[CH2:144]Cl. The catalyst is P([O-])([O-])([O-])=O.[Na+].[Na+].[Na+]. The product is [NH:1]1[C:5]([CH2:6][C@@H:7]2[NH:29][C:28](=[O:30])[C@@H:27]([NH:31][C:32](=[O:76])[C@@H:33]([NH:38][C:39](=[O:75])[C@@H:40]([NH:48][C:49]([C@@H:51]3[CH2:55][CH2:54][CH2:53][N:52]3[C:56](=[O:74])[C@@H:57]([NH:65][C:66]([C@@H:68]3[CH2:72][CH2:71][C:70](=[O:73])[NH:69]3)=[O:67])[CH2:58][CH2:59][CH2:60][NH:61][C:62]([NH2:64])=[NH:63])=[O:50])[CH2:41][CH2:42][CH2:43][NH:44][C:45]([NH2:47])=[NH:46])[CH2:34][CH:35]([CH3:37])[CH3:36])[CH2:26][S:25][CH2:144][C:143](=[O:146])[CH2:142][S:24][CH2:23][C@@H:22]([C:77]([NH:79][C@@H:80]([CH2:84][C:85]3[CH:90]=[CH:89][CH:88]=[CH:87][CH:86]=3)[C:81]([OH:83])=[O:82])=[O:78])[NH:21][C:20](=[O:91])[C@H:19]([CH2:92][CH2:93][CH2:94][CH3:95])[NH:18][C:17](=[O:96])[C@@H:16]3[CH2:97][CH2:98][CH2:99][N:15]3[C:14](=[O:100])[CH2:13][NH:12][C:11](=[O:101])[C@H:10]([CH2:102][CH2:103][CH2:104][CH2:105][NH2:106])[NH:9][C:8]2=[O:107])=[CH:4][N:3]=[CH:2]1. The yield is 0.434.